From a dataset of Reaction yield outcomes from USPTO patents with 853,638 reactions. Predict the reaction yield, written as a fraction of the theoretical maximum amount of product (1.0 means a 100% yield; for example, 0.34 means a 34% yield). The product is [CH3:1][N:2]1[C:6]([NH:7][C:13](=[O:14])[O:15][C:16]2[CH:21]=[CH:20][CH:19]=[CH:18][CH:17]=2)=[CH:5][C:4]([C:8]([F:9])([F:10])[F:11])=[N:3]1. No catalyst specified. The yield is 0.260. The reactants are [CH3:1][N:2]1[C:6]([NH2:7])=[CH:5][C:4]([C:8]([F:11])([F:10])[F:9])=[N:3]1.Cl[C:13]([O:15][C:16]1[CH:21]=[CH:20][CH:19]=[CH:18][CH:17]=1)=[O:14].